From a dataset of Reaction yield outcomes from USPTO patents with 853,638 reactions. Predict the reaction yield, written as a fraction of the theoretical maximum amount of product (1.0 means a 100% yield; for example, 0.34 means a 34% yield). The reactants are [CH2:1]([OH:19])[CH2:2][CH2:3][CH2:4][CH2:5][CH2:6][CH2:7][CH2:8][CH2:9][CH2:10][CH2:11][CH2:12][CH2:13][CH2:14][CH2:15][CH2:16]CC.[C:20](OCC)(=[O:24])[CH:21]([CH3:23])[OH:22]. The yield is 0.400. No catalyst specified. The product is [C:20]([O:19][CH2:1][CH2:2][CH2:3][CH2:4][CH2:5][CH2:6][CH2:7][CH2:8][CH2:9][CH2:10][CH2:11][CH2:12][CH2:13][CH2:14][CH2:15][CH3:16])(=[O:24])[CH:21]([CH3:23])[OH:22].